From a dataset of Full USPTO retrosynthesis dataset with 1.9M reactions from patents (1976-2016). Predict the reactants needed to synthesize the given product. (1) The reactants are: [N:1]([C:4]1[C:8]([CH3:9])=[CH:7][S:6][CH:5]=1)=[C:2]=[S:3].[O:10]1[C:14]2([CH2:19][CH2:18][CH2:17][CH2:16][CH:15]2[NH2:20])[O:13][CH2:12][CH2:11]1. Given the product [O:10]1[C:14]2([CH2:19][CH2:18][CH2:17][CH2:16][CH:15]2[NH:20][C:2]([NH:1][C:4]2[C:8]([CH3:9])=[CH:7][S:6][CH:5]=2)=[S:3])[O:13][CH2:12][CH2:11]1, predict the reactants needed to synthesize it. (2) Given the product [ClH:38].[O:1]1[C:6]2[CH:7]=[CH:8][C:9]([CH2:11][NH:12][CH:20]3[CH2:25][CH2:24][N:23]([CH2:26][CH2:27][N:28]4[C:37]5[C:32](=[CH:33][C:34]([Cl:38])=[CH:35][CH:36]=5)[CH:31]=[CH:30][C:29]4=[O:39])[CH2:22][CH2:21]3)=[CH:10][C:5]=2[O:4][CH2:3][CH2:2]1, predict the reactants needed to synthesize it. The reactants are: [O:1]1[C:6]2[CH:7]=[CH:8][C:9]([CH2:11][N:12]([CH:20]3[CH2:25][CH2:24][N:23]([CH2:26][CH2:27][N:28]4[C:37]5[C:32](=[CH:33][C:34]([Cl:38])=[CH:35][CH:36]=5)[CH:31]=[CH:30][C:29]4=[O:39])[CH2:22][CH2:21]3)C(=O)OC(C)(C)C)=[CH:10][C:5]=2[O:4][CH2:3][CH2:2]1.Cl.O1CCOCC1. (3) Given the product [NH2:8][C@@H:12]([CH2:13][N:14]([CH2:25][CH3:26])[C:15]1[CH:20]=[CH:19][N:18]=[C:17]([C:21]([F:24])([F:23])[F:22])[N:16]=1)[CH2:11][OH:10], predict the reactants needed to synthesize it. The reactants are: C(OC([N:8]1[C@@H:12]([CH2:13][N:14]([CH2:25][CH3:26])[C:15]2[CH:20]=[CH:19][N:18]=[C:17]([C:21]([F:24])([F:23])[F:22])[N:16]=2)[CH2:11][O:10]C1(C)C)=O)(C)(C)C.Cl. (4) Given the product [CH2:10]([N:17]1[CH2:22][CH2:21][N:20]([C:2]2[CH:9]=[CH:8][C:5]([C:6]#[N:7])=[CH:4][CH:3]=2)[CH2:19][CH2:18]1)[C:11]1[CH:12]=[CH:13][CH:14]=[CH:15][CH:16]=1, predict the reactants needed to synthesize it. The reactants are: F[C:2]1[CH:9]=[CH:8][C:5]([C:6]#[N:7])=[CH:4][CH:3]=1.[CH2:10]([N:17]1[CH2:22][CH2:21][NH:20][CH2:19][CH2:18]1)[C:11]1[CH:16]=[CH:15][CH:14]=[CH:13][CH:12]=1.C(=O)([O-])[O-].[K+].[K+]. (5) Given the product [CH3:1][O:2][C:3]1[CH:4]=[CH:5][C:6]([CH2:9][C:10]([N:12]([CH2:19][C:20]2[CH:21]=[CH:22][C:23]([CH3:26])=[CH:24][CH:25]=2)[CH:13]2[CH2:14][CH2:15][N:16]([CH2:28][CH2:29][CH2:30][N:31]3[C:35]4[CH:36]=[CH:37][CH:38]=[CH:39][C:34]=4[NH:33][C:32]3=[O:40])[CH2:17][CH2:18]2)=[O:11])=[CH:7][CH:8]=1, predict the reactants needed to synthesize it. The reactants are: [CH3:1][O:2][C:3]1[CH:8]=[CH:7][C:6]([CH2:9][C:10]([N:12]([CH2:19][C:20]2[CH:25]=[CH:24][C:23]([CH3:26])=[CH:22][CH:21]=2)[CH:13]2[CH2:18][CH2:17][NH:16][CH2:15][CH2:14]2)=[O:11])=[CH:5][CH:4]=1.Cl[CH2:28][CH2:29][CH2:30][N:31]1[C:35]2[CH:36]=[CH:37][CH:38]=[CH:39][C:34]=2[NH:33][C:32]1=[O:40].C(=O)([O-])[O-].[Na+].[Na+]. (6) Given the product [F:12][C:11]([F:14])([F:13])[C:8]1[CH:9]=[CH:10][C:5]([C:18]2([OH:25])[C:19]3[C:24](=[CH:23][CH:22]=[CH:21][CH:20]=3)[O:15][CH2:16][CH2:17]2)=[CH:6][CH:7]=1, predict the reactants needed to synthesize it. The reactants are: [Mg].II.Br[C:5]1[CH:10]=[CH:9][C:8]([C:11]([F:14])([F:13])[F:12])=[CH:7][CH:6]=1.[O:15]1[C:24]2[C:19](=[CH:20][CH:21]=[CH:22][CH:23]=2)[C:18](=[O:25])[CH2:17][CH2:16]1. (7) Given the product [CH3:16][O:15][C:14]([N:7]([C:1]1[CH:6]=[CH:5][CH:4]=[CH:3][CH:2]=1)[CH2:8][C:9]([OH:11])=[O:10])=[O:17], predict the reactants needed to synthesize it. The reactants are: [C:1]1([NH:7][CH2:8][C:9]([OH:11])=[O:10])[CH:6]=[CH:5][CH:4]=[CH:3][CH:2]=1.[OH-].[Na+].[C:14](Cl)(=[O:17])[O:15][CH3:16].